From a dataset of Catalyst prediction with 721,799 reactions and 888 catalyst types from USPTO. Predict which catalyst facilitates the given reaction. (1) Reactant: [C:1]([C:4]1[CH:9]=[C:8]([O:10][CH:11]2[CH2:16][CH2:15][N:14]([C:17]([O:19][C:20]([CH3:23])([CH3:22])[CH3:21])=[O:18])[CH2:13][CH2:12]2)[CH:7]=[CH:6][N:5]=1)(=[O:3])[CH3:2].[H-].C([Al+]CC(C)C)C(C)C. Product: [OH:3][CH:1]([C:4]1[CH:9]=[C:8]([O:10][CH:11]2[CH2:16][CH2:15][N:14]([C:17]([O:19][C:20]([CH3:21])([CH3:23])[CH3:22])=[O:18])[CH2:13][CH2:12]2)[CH:7]=[CH:6][N:5]=1)[CH3:2]. The catalyst class is: 2. (2) Reactant: N1C(C)=CC(C)=CC=1C.[Cl:10][C:11]1[CH:42]=[CH:41][C:14]([CH2:15][NH:16][C:17]([C:19]2[C:20](=[O:40])[C:21]3[CH:37]=[C:36]([CH2:38]O)[S:35][C:22]=3[N:23]([CH2:25][CH2:26][CH2:27][O:28][CH:29]3[CH2:34][CH2:33][CH2:32][CH2:31][O:30]3)[CH:24]=2)=[O:18])=[CH:13][CH:12]=1.CS([Cl:47])(=O)=O. Product: [Cl:10][C:11]1[CH:42]=[CH:41][C:14]([CH2:15][NH:16][C:17]([C:19]2[C:20](=[O:40])[C:21]3[CH:37]=[C:36]([CH2:38][Cl:47])[S:35][C:22]=3[N:23]([CH2:25][CH2:26][CH2:27][O:28][CH:29]3[CH2:34][CH2:33][CH2:32][CH2:31][O:30]3)[CH:24]=2)=[O:18])=[CH:13][CH:12]=1. The catalyst class is: 3. (3) Reactant: [Cl:1][C:2]1[CH:11]=[CH:10][C:5]([C:6]([NH:8][NH2:9])=[S:7])=[CH:4][CH:3]=1.[F:12][CH:13]([F:23])[O:14][C:15]1[CH:22]=[CH:21][CH:20]=[CH:19][C:16]=1[CH:17]=O.CCN(C(C)C)C(C)C. Product: [Cl:1][C:2]1[CH:11]=[CH:10][C:5]([C:6]2[S:7][CH:17]([C:16]3[CH:19]=[CH:20][CH:21]=[CH:22][C:15]=3[O:14][CH:13]([F:12])[F:23])[NH:9][N:8]=2)=[CH:4][CH:3]=1. The catalyst class is: 2. (4) Reactant: Br[C:2]1[C:3]([O:25][CH3:26])=[CH:4][C:5]2[N:6]([CH2:15][CH2:16][CH:17]([CH3:24])[CH2:18][CH2:19][CH2:20][CH:21]([CH3:23])[CH3:22])[C:7]3[C:12]([C:13]=2[CH:14]=1)=[CH:11][CH:10]=[CH:9][CH:8]=3.[CH3:27][CH:28]([CH2:55][CH2:56][CH2:57][CH:58]([CH3:60])[CH3:59])[CH2:29][CH2:30][N:31]1[C:43]2[CH:42]=[C:41]([O:44][CH3:45])[C:40](B3OC(C)(C)C(C)(C)O3)=[CH:39][C:38]=2[C:37]2[C:32]1=[CH:33][CH:34]=[CH:35][CH:36]=2.C(=O)([O-])[O-].[K+].[K+]. Product: [CH3:24][CH:17]([CH2:18][CH2:19][CH2:20][CH:21]([CH3:23])[CH3:22])[CH2:16][CH2:15][N:6]1[C:5]2[CH:4]=[C:3]([O:25][CH3:26])[C:2]([C:40]3[C:41]([O:44][CH3:45])=[CH:42][C:43]4[N:31]([CH2:30][CH2:29][CH:28]([CH3:27])[CH2:55][CH2:56][CH2:57][CH:58]([CH3:60])[CH3:59])[C:32]5[C:37]([C:38]=4[CH:39]=3)=[CH:36][CH:35]=[CH:34][CH:33]=5)=[CH:14][C:13]=2[C:12]2[C:7]1=[CH:8][CH:9]=[CH:10][CH:11]=2. The catalyst class is: 11. (5) Reactant: [F:1][C:2]1[CH:7]=[CH:6][C:5]([CH2:8][C:9]([OH:11])=[O:10])=[CH:4][C:3]=1[C:12]([F:15])([F:14])[F:13].[CH3:16]O. Product: [CH3:16][O:10][C:9](=[O:11])[CH2:8][C:5]1[CH:6]=[CH:7][C:2]([F:1])=[C:3]([C:12]([F:13])([F:14])[F:15])[CH:4]=1. The catalyst class is: 65. (6) Reactant: C([O:3][C:4]([CH2:6][N:7]([C:12]1[CH:17]=[CH:16][C:15]([NH:18]/[C:19](=[C:26]2\[C:27](=[O:38])[NH:28][C:29]3[C:34]\2=[CH:33][C:32]([N+:35]([O-:37])=[O:36])=[CH:31][CH:30]=3)/[C:20]2[CH:25]=[CH:24][CH:23]=[CH:22][CH:21]=2)=[CH:14][CH:13]=1)[S:8]([CH3:11])(=[O:10])=[O:9])=[O:5])C.[OH-].[Na+]. Product: [C:4]([CH2:6][N:7]([C:12]1[CH:13]=[CH:14][C:15]([NH:18]/[C:19](=[C:26]2\[C:27](=[O:38])[NH:28][C:29]3[C:34]\2=[CH:33][C:32]([N+:35]([O-:37])=[O:36])=[CH:31][CH:30]=3)/[C:20]2[CH:25]=[CH:24][CH:23]=[CH:22][CH:21]=2)=[CH:16][CH:17]=1)[S:8]([CH3:11])(=[O:10])=[O:9])([OH:5])=[O:3]. The catalyst class is: 12.